From a dataset of Full USPTO retrosynthesis dataset with 1.9M reactions from patents (1976-2016). Predict the reactants needed to synthesize the given product. (1) Given the product [N:1]([CH2:4][C@@H:5]1[C@@H:9]([C:10]([OH:12])=[O:11])[O:8][C:7]([CH3:15])([CH3:14])[N:6]1[C:16]([O:18][C:19]([CH3:22])([CH3:21])[CH3:20])=[O:17])=[N+:2]=[N-:3], predict the reactants needed to synthesize it. The reactants are: [N:1]([CH2:4][C@@H:5]1[C@@H:9]([C:10]([O:12]C)=[O:11])[O:8][C:7]([CH3:15])([CH3:14])[N:6]1[C:16]([O:18][C:19]([CH3:22])([CH3:21])[CH3:20])=[O:17])=[N+:2]=[N-:3].[OH-].[K+]. (2) Given the product [CH2:12]([N:19]1[CH2:24][CH2:23][C:22]2([C:2]3[CH:10]=[C:9]([Cl:11])[CH:8]=[CH:7][C:3]=3[C:4](=[O:5])[O:6]2)[CH2:21][CH2:20]1)[C:13]1[CH:18]=[CH:17][CH:16]=[CH:15][CH:14]=1, predict the reactants needed to synthesize it. The reactants are: Br[C:2]1[CH:10]=[C:9]([Cl:11])[CH:8]=[CH:7][C:3]=1[C:4]([OH:6])=[O:5].[CH2:12]([N:19]1[CH2:24][CH2:23][C:22](=O)[CH2:21][CH2:20]1)[C:13]1[CH:18]=[CH:17][CH:16]=[CH:15][CH:14]=1.O.C(OCC)C. (3) Given the product [CH3:18][C:15]1[CH:16]=[CH:17][C:12]([CH2:11][N:7]2[C:8]3[C:4](=[CH:3][C:2]([C:30]4[CH:29]=[CH:28][C:27]([O:26][C:25]([F:24])([F:36])[F:37])=[CH:32][CH:31]=4)=[CH:10][CH:9]=3)[CH:5]=[C:6]2[C:19]([O:21][CH2:22][CH3:23])=[O:20])=[CH:13][CH:14]=1, predict the reactants needed to synthesize it. The reactants are: Br[C:2]1[CH:3]=[C:4]2[C:8](=[CH:9][CH:10]=1)[N:7]([CH2:11][C:12]1[CH:17]=[CH:16][C:15]([CH3:18])=[CH:14][CH:13]=1)[C:6]([C:19]([O:21][CH2:22][CH3:23])=[O:20])=[CH:5]2.[F:24][C:25]([F:37])([F:36])[O:26][C:27]1[CH:32]=[CH:31][C:30](B(O)O)=[CH:29][CH:28]=1. (4) Given the product [F:1][C:2]1[C:3]([OH:32])=[C:4]2[C:9](=[CH:10][CH:11]=1)[CH:8]([NH:12][C:13]1[CH:22]=[CH:21][CH:20]=[C:19]3[C:14]=1[CH:15]=[N:16][N:17]([CH3:24])[C:18]3=[O:23])[C:7]([OH:29])([C:25]([F:28])([F:26])[F:27])[CH2:6][C:5]2([CH3:30])[CH3:31], predict the reactants needed to synthesize it. The reactants are: [F:1][C:2]1[C:3]([O:32]C)=[C:4]2[C:9](=[CH:10][CH:11]=1)[CH:8]([NH:12][C:13]1[CH:22]=[CH:21][CH:20]=[C:19]3[C:14]=1[CH:15]=[N:16][N:17]([CH3:24])[C:18]3=[O:23])[C:7]([OH:29])([C:25]([F:28])([F:27])[F:26])[CH2:6][C:5]2([CH3:31])[CH3:30].B(Br)(Br)Br. (5) Given the product [C:20]([C@@H:19]([NH:18][C:15]([C:7]1[CH:6]=[CH:5][C:4]([CH:1]2[CH2:2][CH2:3]2)=[C:9]([O:10][CH2:11][CH2:12][O:13][CH3:14])[N:8]=1)=[O:17])[CH2:23][CH:24]1[CH2:26][CH2:25]1)(=[O:21])[NH2:22], predict the reactants needed to synthesize it. The reactants are: [CH:1]1([C:4]2[CH:5]=[CH:6][C:7]([C:15]([OH:17])=O)=[N:8][C:9]=2[O:10][CH2:11][CH2:12][O:13][CH3:14])[CH2:3][CH2:2]1.[NH2:18][C@@H:19]([CH2:23][CH:24]1[CH2:26][CH2:25]1)[C:20]([NH2:22])=[O:21]. (6) Given the product [F:1][C:2]1[CH:7]=[CH:6][C:5]([CH2:8][C:9]2[CH:18]=[C:17]3[C:12]([C:13]([OH:29])=[C:14]([C:24]([NH:31][CH3:30])=[O:26])[C:15](=[O:23])[N:16]3[CH2:19][CH2:20][CH2:21][OH:22])=[N:11][CH:10]=2)=[CH:4][CH:3]=1, predict the reactants needed to synthesize it. The reactants are: [F:1][C:2]1[CH:7]=[CH:6][C:5]([CH2:8][C:9]2[CH:18]=[C:17]3[C:12]([C:13]([OH:29])=[C:14]([C:24]([O:26]CC)=O)[C:15](=[O:23])[N:16]3[CH2:19][CH2:20][CH2:21][OH:22])=[N:11][CH:10]=2)=[CH:4][CH:3]=1.[CH3:30][NH2:31]. (7) Given the product [CH:21]1([CH2:24][S:25][C:11]2[CH:10]=[C:9]([C:6]3[CH:5]=[CH:4][C:3]([C:2]([F:19])([F:18])[F:1])=[CH:8][N:7]=3)[CH:16]=[CH:15][C:12]=2[C:13]#[N:14])[CH2:23][CH2:22]1, predict the reactants needed to synthesize it. The reactants are: [F:1][C:2]([F:19])([F:18])[C:3]1[CH:4]=[CH:5][C:6]([C:9]2[CH:16]=[CH:15][C:12]([C:13]#[N:14])=[C:11](F)[CH:10]=2)=[N:7][CH:8]=1.Br.[CH:21]1([CH2:24][S:25]C(=N)N)[CH2:23][CH2:22]1.[OH-].[Na+]. (8) Given the product [O:21]=[C:12]1[C:11]([C:8]2[CH:7]=[CH:6][C:5]([C:4]([F:3])([F:22])[F:23])=[CH:10][CH:9]=2)=[N:15][C:14]2([CH2:20][CH2:19][CH2:18][CH2:17][CH2:16]2)[N:13]1[CH2:25][C:26]([O:28][CH2:29][CH3:30])=[O:27], predict the reactants needed to synthesize it. The reactants are: [H-].[Na+].[F:3][C:4]([F:23])([F:22])[C:5]1[CH:10]=[CH:9][C:8]([C:11]2[C:12](=[O:21])[NH:13][C:14]3([CH2:20][CH2:19][CH2:18][CH2:17][CH2:16]3)[N:15]=2)=[CH:7][CH:6]=1.Br[CH2:25][C:26]([O:28][CH2:29][CH3:30])=[O:27].O. (9) The reactants are: [Cl:1][C:2]1[CH:10]=[CH:9][CH:8]=[CH:7][C:3]=1[C:4](O)=O.[C:11](Cl)([C:13](Cl)=O)=O.CC[N:19]([CH2:22][CH3:23])CC.[C:24](O[Na])([CH3:26])=O.[CH3:29][N:30](C=O)C. Given the product [Cl:1][C:2]1[CH:10]=[CH:9][CH:8]=[CH:7][C:3]=1[C:4]1[NH:19][C:22]2[CH:23]=[CH:24][CH:26]=[C:11]([CH3:13])[C:29]=2[N:30]=1, predict the reactants needed to synthesize it. (10) The reactants are: C([O:8][C:9]1[CH:14]=[CH:13][C:12]([N:15]2[C:19]3[CH:20]=[CH:21][CH:22]=[CH:23][C:18]=3[N:17]=[C:16]2[C:24]2[N:25]([CH:29]([CH3:31])[CH3:30])[CH:26]=[CH:27][CH:28]=2)=[CH:11][CH:10]=1)C1C=CC=CC=1. Given the product [CH:29]([N:25]1[CH:26]=[CH:27][CH:28]=[C:24]1[C:16]1[N:15]([C:12]2[CH:13]=[CH:14][C:9]([OH:8])=[CH:10][CH:11]=2)[C:19]2[CH:20]=[CH:21][CH:22]=[CH:23][C:18]=2[N:17]=1)([CH3:31])[CH3:30], predict the reactants needed to synthesize it.